The task is: Predict the product of the given reaction.. This data is from Forward reaction prediction with 1.9M reactions from USPTO patents (1976-2016). (1) Given the reactants I([O-])(=O)(=O)=O.[Na+].[Br:7][C:8]1[N:9]([CH3:26])[N:10]=[C:11]2[C:16]=1[CH2:15][CH2:14][CH2:13][N:12]2[C:17]1[C:22]([CH3:23])=[CH:21][C:20]([CH3:24])=[CH:19][C:18]=1[CH3:25].C([OH:30])(C)C, predict the reaction product. The product is: [Br:7][C:8]1[N:9]([CH3:26])[N:10]=[C:11]2[C:16]=1[CH2:15][CH2:14][C:13](=[O:30])[N:12]2[C:17]1[C:22]([CH3:23])=[CH:21][C:20]([CH3:24])=[CH:19][C:18]=1[CH3:25]. (2) Given the reactants [CH:1]1[C:10]2[C:5](=[CH:6][CH:7]=[CH:8][CH:9]=2)[C:4]([CH2:11]O)=[CH:3][N:2]=1.CC(O)=O.[BrH:17], predict the reaction product. The product is: [BrH:17].[Br:17][CH2:11][C:4]1[C:5]2[C:10](=[CH:9][CH:8]=[CH:7][CH:6]=2)[CH:1]=[N:2][CH:3]=1. (3) Given the reactants [N+:1]([C:4]1[C:5]([C:9](O)=O)=[N:6][NH:7][CH:8]=1)([O-:3])=[O:2].CN(C=O)C.C(Cl)(=O)C(Cl)=O.[NH2:23][C:24]1[CH:29]=[CH:28][CH:27]=[CH:26][C:25]=1[SH:30], predict the reaction product. The product is: [N+:1]([C:4]1[C:5]([C:9]2[S:30][C:25]3[CH:26]=[CH:27][CH:28]=[CH:29][C:24]=3[N:23]=2)=[N:6][NH:7][CH:8]=1)([O-:3])=[O:2]. (4) Given the reactants C(O[BH-](OC(=O)C)OC(=O)C)(=O)C.[Na+].FC(F)(F)C(O)=O.[CH3:22][CH:23]([O:25][C:26]1[CH:33]=[CH:32][C:31]([C:34]2[O:38][N:37]=[C:36]([C:39]3[CH:49]=[CH:48][C:42]4[CH2:43][CH2:44][NH:45][CH2:46][CH2:47][C:41]=4[C:40]=3[CH3:50])[N:35]=2)=[CH:30][C:27]=1[C:28]#[N:29])[CH3:24].[O:51]=[CH:52][C@@H:53]([CH2:55]O)[OH:54].C(=O)([O-])O.[Na+].C(Cl)[Cl:63], predict the reaction product. The product is: [ClH:63].[OH:54][C@H:53]([CH2:52][OH:51])[CH2:55][N:45]1[CH2:44][CH2:43][C:42]2[CH:48]=[CH:49][C:39]([C:36]3[N:35]=[C:34]([C:31]4[CH:32]=[CH:33][C:26]([O:25][CH:23]([CH3:22])[CH3:24])=[C:27]([CH:30]=4)[C:28]#[N:29])[O:38][N:37]=3)=[C:40]([CH3:50])[C:41]=2[CH2:47][CH2:46]1. (5) Given the reactants [CH3:1][O:2][C:3]([C:5]1[CH:10]([C:11]2[CH:16]=[CH:15][C:14]([C:17]#[N:18])=[CH:13][CH:12]=2)[N:9]2[C:19](=[O:26])[N:20]([CH2:22][C:23]([OH:25])=O)[N:21]=[C:8]2[N:7]([C:27]2[CH:32]=[CH:31][CH:30]=[C:29]([C:33]([F:36])([F:35])[F:34])[CH:28]=2)[C:6]=1[CH3:37])=[O:4].[CH:38]([N:41]([CH:44]([CH3:46])C)[CH2:42]C)(C)C.CN(C(ON1N=NC2[CH:58]=[CH:59][CH:60]=[N:61][C:56]1=2)=[N+](C)C)C.F[P-](F)(F)(F)(F)F, predict the reaction product. The product is: [CH3:1][O:2][C:3]([C:5]1[CH:10]([C:11]2[CH:12]=[CH:13][C:14]([C:17]#[N:18])=[CH:15][CH:16]=2)[N:9]2[C:19](=[O:26])[N:20]([CH2:22][C:23](=[O:25])[N:61]([CH2:60][CH2:59][CH2:58][CH2:46][CH2:44][N:41]([CH3:38])[CH3:42])[CH3:56])[N:21]=[C:8]2[N:7]([C:27]2[CH:32]=[CH:31][CH:30]=[C:29]([C:33]([F:34])([F:35])[F:36])[CH:28]=2)[C:6]=1[CH3:37])=[O:4]. (6) The product is: [CH3:30][O:31][C:32](=[O:57])[NH:33][CH:34]([C:38]([N:40]1[CH2:44][CH2:43][CH2:42][CH:41]1[C:45]1[NH:46][C:47]([C:50]2[CH:55]=[CH:54][C:53]3[C:52](=[CH:19][CH:18]=[C:21]([C:22]#[CH:23])[CH:26]=3)[CH:51]=2)=[CH:48][N:49]=1)=[O:39])[CH:35]([CH3:37])[CH3:36]. Given the reactants COC(=O)NC(C(N1CCCC1C1N[C:18]([C:21]2[CH:26]=CC(C#C)=[CH:23][CH:22]=2)=[CH:19]N=1)=O)C(C)C.[CH3:30][O:31][C:32](=[O:57])[NH:33][CH:34]([C:38]([N:40]1[CH2:44][CH2:43][CH2:42][CH:41]1[C:45]1[NH:46][C:47]([C:50]2[CH:55]=[CH:54][C:53](Br)=[CH:52][CH:51]=2)=[CH:48][N:49]=1)=[O:39])[CH:35]([CH3:37])[CH3:36], predict the reaction product.